This data is from Forward reaction prediction with 1.9M reactions from USPTO patents (1976-2016). The task is: Predict the product of the given reaction. (1) Given the reactants [C:1]([O:5][C:6](=[O:22])[CH2:7][NH:8][CH:9]([C:13](C)(C)[O:14][SiH2]C(C)(C)C)[CH:10]([CH3:12])[CH3:11])([CH3:4])([CH3:3])[CH3:2].[CH:23](N(C(C)C)CC)(C)C.CI, predict the reaction product. The product is: [C:1]([O:5][C:6](=[O:22])[CH2:7][N:8]([CH:9]([CH2:13][OH:14])[CH:10]([CH3:11])[CH3:12])[CH3:23])([CH3:2])([CH3:3])[CH3:4]. (2) Given the reactants C(N1C=CN=C1)(N1C=CN=C1)=O.[F:13][C:14]1[CH:15]=[C:16]([CH:29]=[CH:30][CH:31]=1)[NH:17][C:18]1[CH:26]=[C:25]([F:27])[C:24]([F:28])=[CH:23][C:19]=1[C:20]([OH:22])=O.Cl.[CH2:33]([O:40][NH2:41])[C:34]1[CH:39]=[CH:38][CH:37]=[CH:36][CH:35]=1.C(N(CC)CC)C, predict the reaction product. The product is: [F:13][C:14]1[CH:15]=[C:16]([CH:29]=[CH:30][CH:31]=1)[NH:17][C:18]1[CH:26]=[C:25]([F:27])[C:24]([F:28])=[CH:23][C:19]=1[C:20]([NH:41][O:40][CH2:33][C:34]1[CH:39]=[CH:38][CH:37]=[CH:36][CH:35]=1)=[O:22]. (3) Given the reactants [CH3:1][O:2][CH2:3][CH2:4][O:5][C:6]1[CH:11]=[CH:10][C:9](/[CH:12]=[CH:13]/[C:14]([O:16][CH2:17][CH3:18])=[O:15])=[C:8](OS(C(F)(F)F)(=O)=O)[CH:7]=1.[NH2:27][C:28]1[CH:33]=[CH:32][C:31]([C:34]([F:37])([F:36])[F:35])=[CH:30][CH:29]=1.C1(P(C2C=CC=CC=2)C2C=CC3C(=CC=CC=3)C=2C2C3C(=CC=CC=3)C=CC=2P(C2C=CC=CC=2)C2C=CC=CC=2)C=CC=CC=1.C(=O)([O-])[O-].[Cs+].[Cs+], predict the reaction product. The product is: [CH3:1][O:2][CH2:3][CH2:4][O:5][C:6]1[CH:11]=[CH:10][C:9](/[CH:12]=[CH:13]/[C:14]([O:16][CH2:17][CH3:18])=[O:15])=[C:8]([NH:27][C:28]2[CH:33]=[CH:32][C:31]([C:34]([F:35])([F:36])[F:37])=[CH:30][CH:29]=2)[CH:7]=1. (4) Given the reactants C(O[C:4](=[O:13])[C:5]1[CH:10]=[CH:9][CH:8]=[C:7]([O:11][CH3:12])[CH:6]=1)C.[H-].[Na+].[CH3:16][C:17]#[N:18], predict the reaction product. The product is: [CH3:12][O:11][C:7]1[CH:6]=[C:5]([C:4](=[O:13])[CH2:16][C:17]#[N:18])[CH:10]=[CH:9][CH:8]=1. (5) The product is: [F:1][C:2]1[C:3]([OH:22])=[C:4]([CH:20]=[O:21])[C:5]2[CH:6]=[CH:7][N:8]([S:11]([C:14]3[CH:19]=[CH:18][CH:17]=[CH:16][CH:15]=3)(=[O:13])=[O:12])[C:9]=2[CH:10]=1. Given the reactants [F:1][C:2]1[CH:10]=[C:9]2[C:5]([CH:6]=[CH:7][N:8]2[S:11]([C:14]2[CH:19]=[CH:18][CH:17]=[CH:16][CH:15]=2)(=[O:13])=[O:12])=[C:4]([CH2:20][OH:21])[C:3]=1[OH:22], predict the reaction product. (6) Given the reactants [C:1]1([CH2:6][OH:7])([CH2:4][OH:5])[CH2:3][CH2:2]1.[CH3:8][S:9](Cl)(=[O:11])=[O:10], predict the reaction product. The product is: [CH3:8][S:9]([O:5][CH2:4][C:1]1([CH2:6][OH:7])[CH2:3][CH2:2]1)(=[O:11])=[O:10]. (7) Given the reactants [F:1][C:2]1([F:24])[CH2:5][N:4]([CH:6]2[CH2:23][CH2:22][C:9]3([CH2:14][CH2:13][N:12](C(OC(C)(C)C)=O)[CH2:11][CH2:10]3)[CH2:8][CH2:7]2)[CH2:3]1.[ClH:25], predict the reaction product. The product is: [ClH:25].[ClH:25].[F:24][C:2]1([F:1])[CH2:5][N:4]([CH:6]2[CH2:7][CH2:8][C:9]3([CH2:14][CH2:13][NH:12][CH2:11][CH2:10]3)[CH2:22][CH2:23]2)[CH2:3]1. (8) Given the reactants [ClH:1].O1CCOCC1.[CH2:8]([O:15][C:16]([NH:18][C@@H:19]([CH2:29][C:30]1[CH:31]=[C:32]([C:44]2[CH:49]=[CH:48][C:47]([O:50][CH2:51][C:52]3[CH:57]=[CH:56][CH:55]=[CH:54][CH:53]=3)=[C:46]([CH2:58][C@@H:59]([C:68]([O:70][CH2:71][C:72]3[CH:77]=[CH:76][CH:75]=[CH:74][CH:73]=3)=[O:69])[NH:60]C(OC(C)(C)C)=O)[CH:45]=2)[CH:33]=[CH:34][C:35]=1[O:36][CH2:37][C:38]1[CH:43]=[CH:42][CH:41]=[CH:40][CH:39]=1)[C:20]([O:22][CH2:23][CH2:24][Si:25]([CH3:28])([CH3:27])[CH3:26])=[O:21])=[O:17])[C:9]1[CH:14]=[CH:13][CH:12]=[CH:11][CH:10]=1, predict the reaction product. The product is: [ClH:1].[NH2:60][C@H:59]([C:68]([O:70][CH2:71][C:72]1[CH:73]=[CH:74][CH:75]=[CH:76][CH:77]=1)=[O:69])[CH2:58][C:46]1[CH:45]=[C:44]([C:32]2[CH:33]=[CH:34][C:35]([O:36][CH2:37][C:38]3[CH:43]=[CH:42][CH:41]=[CH:40][CH:39]=3)=[C:30]([CH2:29][C@H:19]([NH:18][C:16]([O:15][CH2:8][C:9]3[CH:14]=[CH:13][CH:12]=[CH:11][CH:10]=3)=[O:17])[C:20]([O:22][CH2:23][CH2:24][Si:25]([CH3:28])([CH3:27])[CH3:26])=[O:21])[CH:31]=2)[CH:49]=[CH:48][C:47]=1[O:50][CH2:51][C:52]1[CH:57]=[CH:56][CH:55]=[CH:54][CH:53]=1. (9) The product is: [Br:7][CH2:8][CH2:9][CH2:10][C:11]([O:13][C:14]1[CH:19]=[C:18]([CH3:20])[CH:17]=[C:16]([CH3:21])[C:15]=1[C:22]([CH3:27])([CH3:26])[CH2:23][C:24]([OH:2])=[O:25])=[O:12]. Given the reactants [Mn]([O-])(=O)(=O)=[O:2].[K+].[Br:7][CH2:8][CH2:9][CH2:10][C:11]([O:13][C:14]1[CH:19]=[C:18]([CH3:20])[CH:17]=[C:16]([CH3:21])[C:15]=1[C:22]([CH3:27])([CH3:26])[CH2:23][CH:24]=[O:25])=[O:12].Cl, predict the reaction product.